This data is from Full USPTO retrosynthesis dataset with 1.9M reactions from patents (1976-2016). The task is: Predict the reactants needed to synthesize the given product. (1) Given the product [CH:6]1([C:9]2[C:14]([C:15]3[CH:20]=[CH:19][C:18]([F:21])=[CH:17][CH:16]=3)=[C:13]([F:31])[C:12]([O:23][CH2:24][CH3:25])=[C:11]([CH:26]=[O:30])[CH:10]=2)[CH2:8][CH2:7]1, predict the reactants needed to synthesize it. The reactants are: C([Li])CCC.[CH:6]1([C:9]2[C:14]([C:15]3[CH:20]=[CH:19][C:18]([F:21])=[CH:17][CH:16]=3)=[C:13](I)[C:12]([O:23][CH2:24][CH3:25])=[C:11]([CH:26]3[O:30]CCO3)[CH:10]=2)[CH2:8][CH2:7]1.[F:31]N(S(C1C=CC=CC=1)(=O)=O)S(C1C=CC=CC=1)(=O)=O.O. (2) Given the product [F:35][C:33]([F:34])([F:36])[C:31]1[CH:32]=[C:27]([CH:28]=[C:29]([C:37]([F:40])([F:38])[F:39])[CH:30]=1)[CH2:26][N:19]([C:20]1[N:21]=[N:22][N:23]([CH3:25])[N:24]=1)[C@H:15]1[CH2:16][CH2:17][CH2:18][N:12]([C:9]2[CH:8]=[CH:7][C:6]([C:5]([OH:50])=[O:4])=[CH:11][CH:10]=2)[C:13]2[CH:44]=[C:43]([C:45]([F:46])([F:47])[F:48])[C:42]([CH3:49])=[CH:41][C:14]1=2, predict the reactants needed to synthesize it. The reactants are: [OH-].[Na+].C[O:4][C:5](=[O:50])[C:6]1[CH:11]=[CH:10][C:9]([N:12]2[CH2:18][CH2:17][CH2:16][C@H:15]([N:19]([CH2:26][C:27]3[CH:32]=[C:31]([C:33]([F:36])([F:35])[F:34])[CH:30]=[C:29]([C:37]([F:40])([F:39])[F:38])[CH:28]=3)[C:20]3[N:21]=[N:22][N:23]([CH3:25])[N:24]=3)[C:14]3[CH:41]=[C:42]([CH3:49])[C:43]([C:45]([F:48])([F:47])[F:46])=[CH:44][C:13]2=3)=[CH:8][CH:7]=1.Cl. (3) Given the product [Cl:19][C:20]1[CH:21]=[CH:22][C:23]([C:28]([F:29])([F:30])[F:31])=[C:24]([CH:27]=1)/[CH:25]=[C:8]1/[C:9](=[O:12])[C:10]2[C:6]([CH2:7]/1)=[CH:5][C:4]([N:13]1[CH2:14][CH2:15][O:16][CH2:17][CH2:18]1)=[C:3]([O:2][CH3:1])[CH:11]=2, predict the reactants needed to synthesize it. The reactants are: [CH3:1][O:2][C:3]1[CH:11]=[C:10]2[C:6]([CH2:7][CH2:8][C:9]2=[O:12])=[CH:5][C:4]=1[N:13]1[CH2:18][CH2:17][O:16][CH2:15][CH2:14]1.[Cl:19][C:20]1[CH:21]=[CH:22][C:23]([C:28]([F:31])([F:30])[F:29])=[C:24]([CH:27]=1)[CH:25]=O.CC1C=CC(S(O)(=O)=O)=CC=1. (4) Given the product [CH3:27][O:26][C:23]1[N:22]=[CH:21][C:20]([N:17]2[CH2:16][CH2:15][CH:14]([N:12]3[CH2:11][C@@H:10]([NH:28][C:29](=[O:44])[CH2:30][NH:31][C:32](=[O:43])[C:33]4[CH:38]=[CH:37][CH:36]=[C:35]([C:39]([F:40])([F:42])[F:41])[CH:34]=4)[C@H:9]([O:8][CH2:1][C:47]([O:49][CH2:50][C:51]4[CH:56]=[CH:55][CH:54]=[CH:53][CH:52]=4)=[O:48])[CH2:13]3)[CH2:19][CH2:18]2)=[CH:25][CH:24]=1, predict the reactants needed to synthesize it. The reactants are: [CH2:1]([O:8][C@@H:9]1[CH2:13][N:12]([CH:14]2[CH2:19][CH2:18][N:17]([C:20]3[CH:21]=[N:22][C:23]([O:26][CH3:27])=[CH:24][CH:25]=3)[CH2:16][CH2:15]2)[CH2:11][C@H:10]1[NH:28][C:29](=[O:44])[CH2:30][NH:31][C:32](=[O:43])[C:33]1[CH:38]=[CH:37][CH:36]=[C:35]([C:39]([F:42])([F:41])[F:40])[CH:34]=1)C1C=CC=CC=1.BrC[C:47]([O:49][CH2:50][C:51]1[CH:56]=[CH:55][CH:54]=[CH:53][CH:52]=1)=[O:48].C(Br)C1C=CC=CC=1.C(NC(=O)[O-])C1C=CC=CC=1. (5) Given the product [NH:26]1[C:27]2[C:32](=[CH:31][CH:30]=[CH:29][CH:28]=2)[C:24]2([CH2:23][CH2:22]2)[C:25]1=[O:33], predict the reactants needed to synthesize it. The reactants are: BrC=CBr.O1CCN(CCCN)CC1.ClC1C=CC([C@@H:22]2[C@:24]3([C:32]4[C:27](=[CH:28][CH:29]=[CH:30][CH:31]=4)[NH:26][C:25]3=[O:33])[CH2:23]2)=CC=1. (6) Given the product [O:1]1[C:5]2[CH:6]=[CH:7][C:8]([C:10]3[S:11][CH:12]=[C:13]([C:15]([NH:28][C:26]4[NH:25][N:24]=[C:23]([S:22][CH2:18][CH:19]([CH3:21])[CH3:20])[N:27]=4)=[O:17])[N:14]=3)=[CH:9][C:4]=2[CH2:3][CH2:2]1, predict the reactants needed to synthesize it. The reactants are: [O:1]1[C:5]2[CH:6]=[CH:7][C:8]([C:10]3[S:11][CH:12]=[C:13]([C:15]([OH:17])=O)[N:14]=3)=[CH:9][C:4]=2[CH2:3][CH2:2]1.[CH2:18]([S:22][C:23]1[N:27]=[C:26]([NH2:28])[NH:25][N:24]=1)[CH:19]([CH3:21])[CH3:20].F[P-](F)(F)(F)(F)F.N1(OC(N(C)C)=[N+](C)C)C2C=CC=CC=2N=N1. (7) Given the product [Br:1][C:2]1[CH:10]=[C:9]([F:11])[C:8]([O:23][CH3:22])=[CH:7][C:3]=1[NH:4][CH:29]=[C:16]1[C:17](=[O:19])[O:18][C:13]([CH3:21])([CH3:12])[O:14][C:15]1=[O:20], predict the reactants needed to synthesize it. The reactants are: [Br:1][C:2]1[CH:10]=[C:9]([F:11])[CH:8]=[CH:7][C:3]=1[NH:4]OC.[CH3:12][C:13]1([CH3:21])[O:18][C:17](=[O:19])[CH2:16][C:15](=[O:20])[O:14]1.[CH3:22][O:23]C(OC)OC.[CH2:29](O)C.